Dataset: Full USPTO retrosynthesis dataset with 1.9M reactions from patents (1976-2016). Task: Predict the reactants needed to synthesize the given product. (1) Given the product [Br:26][C:27]1[C:28]([NH:34][C:35]2[CH:39]=[C:38]([CH3:40])[NH:37][N:36]=2)=[N:29][C:30]([NH:8][C@H:9]([C:11]2[N:16]=[CH:15][C:14]([F:17])=[CH:13][N:12]=2)[CH3:10])=[N:31][CH:32]=1, predict the reactants needed to synthesize it. The reactants are: ClC1C(NC2C=C(OC)NN=2)=NC([NH:8][C@H:9]([C:11]2[N:16]=[CH:15][C:14]([F:17])=[CH:13][N:12]=2)[CH3:10])=NC=1.[Br:26][C:27]1[C:28]([NH:34][C:35]2[CH:39]=[C:38]([CH3:40])[NH:37][N:36]=2)=[N:29][C:30](Cl)=[N:31][CH:32]=1.CCN(C(C)C)C(C)C. (2) Given the product [CH3:1][C:2]1[C:6]([CH:7]2[N:11]([CH2:12][C:13]([OH:15])=[O:14])[C:10]3[CH:18]=[C:19]([CH2:22][C:23]([NH:25][CH:26]([C:33]4[CH:38]=[CH:37][C:36]([CH3:39])=[CH:35][C:34]=4[CH3:40])[C:27]4[CH:32]=[CH:31][CH:30]=[CH:29][CH:28]=4)=[O:24])[CH:20]=[CH:21][C:9]=3[NH:8]2)=[C:5]([CH3:41])[O:4][N:3]=1, predict the reactants needed to synthesize it. The reactants are: [CH3:1][C:2]1[C:6]([CH:7]2[N:11]([CH2:12][C:13]([O:15]CC)=[O:14])[C:10]3[CH:18]=[C:19]([CH2:22][C:23]([NH:25][CH:26]([C:33]4[CH:38]=[CH:37][C:36]([CH3:39])=[CH:35][C:34]=4[CH3:40])[C:27]4[CH:32]=[CH:31][CH:30]=[CH:29][CH:28]=4)=[O:24])[CH:20]=[CH:21][C:9]=3[NH:8]2)=[C:5]([CH3:41])[O:4][N:3]=1.C(OCC#N)(C)C. (3) Given the product [CH3:19][C:17]1[N:14]=[C:12]([NH:11][C:4]2[C:3]([CH3:2])=[CH:8][C:7]([CH3:9])=[CH:6][C:5]=2[CH3:10])[N:13]=[C:15]([OH:20])[CH:16]=1, predict the reactants needed to synthesize it. The reactants are: Cl.[CH3:2][C:3]1[CH:8]=[C:7]([CH3:9])[CH:6]=[C:5]([CH3:10])[C:4]=1[NH:11][C:12]([NH2:14])=[NH:13].[C:15](OCC)(=[O:20])[CH2:16][C:17]([CH3:19])=O.C(=O)([O-])[O-].[K+].[K+]. (4) Given the product [OH:25][CH2:24][CH:23]([NH:22][C:2]1[CH:3]=[C:4]2[C:9](=[CH:10][C:11]=1[N+:12]([O-:14])=[O:13])[NH:8][C:7](=[O:15])[N:6]([NH:16][S:17]([CH3:20])(=[O:19])=[O:18])[C:5]2=[O:21])[CH:26]([CH3:28])[CH3:27], predict the reactants needed to synthesize it. The reactants are: F[C:2]1[CH:3]=[C:4]2[C:9](=[CH:10][C:11]=1[N+:12]([O-:14])=[O:13])[NH:8][C:7](=[O:15])[N:6]([NH:16][S:17]([CH3:20])(=[O:19])=[O:18])[C:5]2=[O:21].[NH2:22][CH:23]([CH:26]([CH3:28])[CH3:27])[CH2:24][OH:25]. (5) Given the product [Cl:1][C:2]1[N:7]=[C:6]([N:8]([CH2:32][CH2:33][CH3:34])[CH2:9][CH2:10][CH2:11][O:12][C:13]2[CH:14]=[C:15]3[C:19](=[CH:20][CH:21]=2)[C@H:18]([CH2:22][C:23]([O:25][CH2:26][CH3:27])=[O:24])[CH2:17][CH2:16]3)[C:5]([CH3:28])=[CH:4][N:3]=1, predict the reactants needed to synthesize it. The reactants are: [Cl:1][C:2]1[N:7]=[C:6]([NH:8][CH2:9][CH2:10][CH2:11][O:12][C:13]2[CH:14]=[C:15]3[C:19](=[CH:20][CH:21]=2)[C@H:18]([CH2:22][C:23]([O:25][CH2:26][CH3:27])=[O:24])[CH2:17][CH2:16]3)[C:5]([CH3:28])=[CH:4][N:3]=1.[H-].[Na+].I[CH2:32][CH2:33][CH3:34]. (6) The reactants are: C[O:2][C:3]1[CH:8]=[CH:7][C:6]([O:9][C:10]2[CH:15]=[CH:14][CH:13]=[CH:12][CH:11]=2)=[CH:5][C:4]=1[S:16]([NH2:19])(=[O:18])=[O:17].B(Br)(Br)Br. Given the product [OH:2][C:3]1[CH:8]=[CH:7][C:6]([O:9][C:10]2[CH:11]=[CH:12][CH:13]=[CH:14][CH:15]=2)=[CH:5][C:4]=1[S:16]([NH2:19])(=[O:17])=[O:18], predict the reactants needed to synthesize it. (7) Given the product [CH3:8][CH2:7][O:6][C:4]([CH:3]1[C:14]([CH3:16])([CH3:15])[CH:13]1[CH:12]=[C:10]([CH3:11])[CH3:9])=[O:5], predict the reactants needed to synthesize it. The reactants are: [N+](=[CH:3][C:4]([O:6][CH2:7][CH3:8])=[O:5])=[N-].[CH3:9][C:10](=[CH:12][CH:13]=[C:14]([CH3:16])[CH3:15])[CH3:11].